From a dataset of Blood-brain barrier permeability regression values from the B3DB database. Regression/Classification. Given a drug SMILES string, predict its absorption, distribution, metabolism, or excretion properties. Task type varies by dataset: regression for continuous measurements (e.g., permeability, clearance, half-life) or binary classification for categorical outcomes (e.g., BBB penetration, CYP inhibition). For this dataset (b3db_regression), we predict Y. (1) The drug is CN(C)CC1=CC=C(O1)CSCCNC2=C(C(=CN2)CC3=CC=CC=C3)[N+](=O)[O-]. The Y is -0.730 log(BB ratio). (2) The drug is C1C(=O)[C@@H]2[C@H]([C@@]1(C(=O)O)N)[C@]2(C(=O)O)F. The Y is -0.410 log(BB ratio).